From a dataset of Catalyst prediction with 721,799 reactions and 888 catalyst types from USPTO. Predict which catalyst facilitates the given reaction. Reactant: [CH3:1][O:2][C:3]([C:5]1([F:24])[C@H:11]([CH3:12])[CH2:10][N:9](C(OC(C)(C)C)=O)[C:8]2[CH:20]=[CH:21][CH:22]=[CH:23][C:7]=2[CH2:6]1)=[O:4].FC(F)(F)C(O)=O.[OH-].[Na+]. Product: [CH3:1][O:2][C:3]([C:5]1([F:24])[C@H:11]([CH3:12])[CH2:10][NH:9][C:8]2[CH:20]=[CH:21][CH:22]=[CH:23][C:7]=2[CH2:6]1)=[O:4]. The catalyst class is: 34.